Dataset: Reaction yield outcomes from USPTO patents with 853,638 reactions. Task: Predict the reaction yield, written as a fraction of the theoretical maximum amount of product (1.0 means a 100% yield; for example, 0.34 means a 34% yield). (1) The reactants are [F:1][C:2]1[CH:7]=[CH:6][C:5]([N+:8]([O-])=O)=[CH:4][C:3]=1[N:11]1[CH:15]=[CH:14][N:13]=[CH:12]1.[Sn](Cl)Cl. The catalyst is C(O)C. The product is [F:1][C:2]1[CH:7]=[CH:6][C:5]([NH2:8])=[CH:4][C:3]=1[N:11]1[CH:15]=[CH:14][N:13]=[CH:12]1. The yield is 0.620. (2) The catalyst is C1C=CC(P(C2C=CC=CC=2)[C-]2C=CC=C2)=CC=1.C1C=CC(P(C2C=CC=CC=2)[C-]2C=CC=C2)=CC=1.Cl[Pd]Cl.[Fe+2].O1CCOCC1. The reactants are CC1(C)C(C)(C)OB([C:9]2[CH:10]=[N:11][N:12](C(OC(C)(C)C)=O)[CH:13]=2)O1.[Br:22][C:23]1[CH:32]=[C:31]2[C:26]([N:27]=[CH:28][C:29](Cl)=[N:30]2)=[CH:25][CH:24]=1.C(Cl)Cl.C(=O)([O-])[O-].[K+].[K+]. The product is [Br:22][C:23]1[CH:32]=[C:31]2[C:26]([N:27]=[CH:28][C:29]([C:9]3[CH:13]=[N:12][NH:11][CH:10]=3)=[N:30]2)=[CH:25][CH:24]=1. The yield is 0.600. (3) The reactants are [CH2:1]([N:8]1[CH2:19][CH2:18][C:11]2([NH:16][CH2:15][CH2:14][NH:13][C:12]2=[O:17])[CH2:10][CH2:9]1)[C:2]1[CH:7]=[CH:6][CH:5]=[CH:4][CH:3]=1.CCN(C(C)C)C(C)C.[C:29](O[C:29]([O:31][C:32]([CH3:35])([CH3:34])[CH3:33])=[O:30])([O:31][C:32]([CH3:35])([CH3:34])[CH3:33])=[O:30]. The catalyst is ClCCCl.C(OCC)(=O)C. The product is [CH2:1]([N:8]1[CH2:9][CH2:10][C:11]2([N:16]([C:29]([O:31][C:32]([CH3:35])([CH3:34])[CH3:33])=[O:30])[CH2:15][CH2:14][NH:13][C:12]2=[O:17])[CH2:18][CH2:19]1)[C:2]1[CH:3]=[CH:4][CH:5]=[CH:6][CH:7]=1. The yield is 0.720. (4) The reactants are [OH:1][CH:2]([C:6]1[CH:7]=[C:8]2[C:31](=[CH:32][CH:33]=1)[C:12]1=[N:13][O:14][C:15]([C:16]3[C:20]([C:21]([F:24])([F:23])[F:22])=[C:19]([C:25]4[CH:30]=[CH:29][CH:28]=[CH:27][CH:26]=4)[O:18][N:17]=3)=[C:11]1[CH2:10][CH2:9]2)[C:3](O)=[O:4].CN(C(ON1N=[N:49][C:44]2[CH:45]=[CH:46]C=[N:48][C:43]1=2)=[N+](C)C)C.F[P-](F)(F)(F)(F)F.CN1CCOCC1.CO. The catalyst is CN(C=O)C. The product is [C:43]([C:44]1([NH:49][C:3](=[O:4])[CH:2]([OH:1])[C:6]2[CH:7]=[C:8]3[C:31](=[CH:32][CH:33]=2)[C:12]2=[N:13][O:14][C:15]([C:16]4[C:20]([C:21]([F:22])([F:23])[F:24])=[C:19]([C:25]5[CH:26]=[CH:27][CH:28]=[CH:29][CH:30]=5)[O:18][N:17]=4)=[C:11]2[CH2:10][CH2:9]3)[CH2:46][CH2:45]1)#[N:48]. The yield is 0.382.